This data is from Reaction yield outcomes from USPTO patents with 853,638 reactions. The task is: Predict the reaction yield, written as a fraction of the theoretical maximum amount of product (1.0 means a 100% yield; for example, 0.34 means a 34% yield). (1) The reactants are [H-].[Na+].[N:3]1[C:7]2[CH:8]=[CH:9][CH:10]=[N:11][C:6]=2[NH:5][CH:4]=1.Cl[CH2:13][C:14]1[CH:15]=[C:16]2[S:22][C:21]([S:23][CH3:24])=[N:20][C:17]2=[N:18][CH:19]=1. The catalyst is CN(C=O)C. The product is [N:3]1[C:7]2[C:6](=[N:11][CH:10]=[CH:9][CH:8]=2)[N:5]([CH2:13][C:14]2[CH:15]=[C:16]3[S:22][C:21]([S:23][CH3:24])=[N:20][C:17]3=[N:18][CH:19]=2)[CH:4]=1. The yield is 0.350. (2) The reactants are CN(C)C=O.[CH:6]1([O:10][CH2:11][C:12]2[C:20]3[C:19](=[O:21])[N:18](COCC[Si](C)(C)C)[N:17]=[CH:16][C:15]=3[NH:14][C:13]=2[C:30]2[CH:35]=[CH:34][C:33]([O:36][CH:37]([F:39])[F:38])=[C:32]([O:40][CH:41]3[CH2:43][CH2:42]3)[CH:31]=2)[CH2:9][CH2:8][CH2:7]1.[Br-].[Li+].C(N)CN.[F-].C([N+](CCCC)(CCCC)CCCC)CCC. The catalyst is C(OCC)(=O)C.C(Cl)(Cl)Cl.O1CCCC1. The product is [CH:6]1([O:10][CH2:11][C:12]2[C:20]3[C:19](=[O:21])[NH:18][N:17]=[CH:16][C:15]=3[NH:14][C:13]=2[C:30]2[CH:35]=[CH:34][C:33]([O:36][CH:37]([F:39])[F:38])=[C:32]([O:40][CH:41]3[CH2:43][CH2:42]3)[CH:31]=2)[CH2:9][CH2:8][CH2:7]1. The yield is 0.470.